This data is from Reaction yield outcomes from USPTO patents with 853,638 reactions. The task is: Predict the reaction yield, written as a fraction of the theoretical maximum amount of product (1.0 means a 100% yield; for example, 0.34 means a 34% yield). (1) The reactants are [Cl:1][C:2]1[S:3][C:4]([Cl:10])=[C:5]([Cl:9])[C:6]=1[CH:7]=O.[C:11]([CH:14]=P(C1C=CC=CC=1)(C1C=CC=CC=1)C1C=CC=CC=1)(=[O:13])[CH3:12]. The catalyst is C(#N)C.O.[Br-].[Li+]. The product is [Cl:1][C:2]1[S:3][C:4]([Cl:10])=[C:5]([Cl:9])[C:6]=1/[CH:7]=[CH:12]/[C:11](=[O:13])[CH3:14]. The yield is 0.910. (2) The reactants are [C:1](C1NC=CN=1)(C1NC=CN=1)=[O:2].[Cl:13][C:14]1[S:41][C:17]2[NH:18][C:19]([C:21]([NH:23][CH:24]3[CH2:33][C:32]4[C:27](=[CH:28][CH:29]=[CH:30][CH:31]=4)[N:26]([CH2:34][CH:35]([CH2:38][OH:39])[CH2:36][OH:37])[C:25]3=[O:40])=[O:22])=[CH:20][C:16]=2[CH:15]=1. The catalyst is CN(C1C=CN=CC=1)C. The product is [Cl:13][C:14]1[S:41][C:17]2[NH:18][C:19]([C:21]([NH:23][CH:24]3[CH2:33][C:32]4[C:27](=[CH:28][CH:29]=[CH:30][CH:31]=4)[N:26]([CH2:34][CH:35]4[CH2:38][O:39][C:1](=[O:2])[O:37][CH2:36]4)[C:25]3=[O:40])=[O:22])=[CH:20][C:16]=2[CH:15]=1. The yield is 0.680. (3) The reactants are [F:1][C:2]1[CH:7]=[CH:6][C:5]([OH:8])=[C:4]([CH3:9])[CH:3]=1.ClC1C=CC(C)=C(O)C=1.Br[C:20]1[CH:25]=[CH:24][C:23]([F:26])=[CH:22][C:21]=1[CH3:27]. No catalyst specified. The product is [O:8]([C:20]1[CH:25]=[CH:24][C:23]([F:26])=[CH:22][C:21]=1[CH3:27])[C:5]1[CH:6]=[CH:7][C:2]([F:1])=[CH:3][C:4]=1[CH3:9]. The yield is 0.690. (4) The reactants are C[O:2][C:3]([C:5]1[CH:6]=[CH:7][C:8]2[N:9]([CH:20]=[N:21][CH:22]=2)[C:10]=1[NH:11][C:12]1[CH:17]=[CH:16][C:15]([Br:18])=[CH:14][C:13]=1[F:19])=[O:4].[OH-].[Na+]. No catalyst specified. The product is [Br:18][C:15]1[CH:16]=[CH:17][C:12]([NH:11][C:10]2[N:9]3[CH:20]=[N:21][CH:22]=[C:8]3[CH:7]=[CH:6][C:5]=2[C:3]([OH:4])=[O:2])=[C:13]([F:19])[CH:14]=1. The yield is 0.850. (5) The reactants are Br[C:2]1[CH:3]=[C:4]([N:22]([CH2:29][CH3:30])[CH:23]2[CH2:28][CH2:27][O:26][CH2:25][CH2:24]2)[C:5]([CH3:21])=[C:6]([CH:20]=1)[C:7]([NH:9][CH2:10][C:11]1[C:12](=[O:19])[NH:13][C:14]([CH3:18])=[CH:15][C:16]=1[CH3:17])=[O:8].[CH3:31][O:32][C:33]1[CH:38]=[CH:37][C:36](B(O)O)=[CH:35][N:34]=1.C(=O)([O-])[O-].[Na+].[Na+]. The catalyst is O.CCOC(C)=O.C1C=CC([P]([Pd]([P](C2C=CC=CC=2)(C2C=CC=CC=2)C2C=CC=CC=2)([P](C2C=CC=CC=2)(C2C=CC=CC=2)C2C=CC=CC=2)[P](C2C=CC=CC=2)(C2C=CC=CC=2)C2C=CC=CC=2)(C2C=CC=CC=2)C2C=CC=CC=2)=CC=1. The product is [CH3:17][C:16]1[CH:15]=[C:14]([CH3:18])[NH:13][C:12](=[O:19])[C:11]=1[CH2:10][NH:9][C:7](=[O:8])[C:6]1[CH:20]=[C:2]([C:36]2[CH:35]=[N:34][C:33]([O:32][CH3:31])=[CH:38][CH:37]=2)[CH:3]=[C:4]([N:22]([CH2:29][CH3:30])[CH:23]2[CH2:28][CH2:27][O:26][CH2:25][CH2:24]2)[C:5]=1[CH3:21]. The yield is 0.630. (6) The reactants are [CH2:1]([N:3]1[C:12]2[C:7](=[CH:8][C:9]([F:19])=[C:10]([N:13]3[CH2:18][CH2:17][NH:16][CH2:15][CH2:14]3)[CH:11]=2)[C:6](=[O:20])[C:5]([C:21]([OH:23])=[O:22])=[CH:4]1)[CH3:2].C(N([CH2:29][CH3:30])CC)C.C([CH:33](Cl)[C:34]1[CH:39]=[CH:38][CH:37]=[CH:36][CH:35]=1)=C. The catalyst is O. The product is [CH2:1]([N:3]1[C:12]2[C:7](=[CH:8][C:9]([F:19])=[C:10]([N:13]3[CH2:18][CH2:17][N:16]([CH2:33][C:34]4[CH:39]=[CH:38][C:37]([CH:29]=[CH2:30])=[CH:36][CH:35]=4)[CH2:15][CH2:14]3)[CH:11]=2)[C:6](=[O:20])[C:5]([C:21]([OH:23])=[O:22])=[CH:4]1)[CH3:2]. The yield is 0.919. (7) The reactants are [Cl:1][C:2]1[N:3]=[C:4]2[C:9](=[CH:10][CH:11]=1)[N:8]=[CH:7][C:6]([C:12](=[O:14])[CH3:13])=[C:5]2[NH:15][C@H:16]1[CH2:21][CH2:20][C@H:19]([CH2:22][N:23]([CH3:25])[CH3:24])[CH2:18][CH2:17]1.[Cl:26][C:27]1[CH:32]=[C:31](B2OC(C)(C)C(C)(C)O2)[CH:30]=[C:29]([Cl:42])[C:28]=1[OH:43].C1(N)C(F)=C(F)C(F)=C(N)C=1F.Cl.Cl. No catalyst specified. The product is [ClH:1].[ClH:26].[Cl:26][C:27]1[CH:32]=[C:31]([C:2]2[N:3]=[C:4]3[C:9](=[CH:10][CH:11]=2)[N:8]=[CH:7][C:6]([C:12](=[O:14])[CH3:13])=[C:5]3[NH:15][C@H:16]2[CH2:17][CH2:18][C@H:19]([CH2:22][N:23]([CH3:24])[CH3:25])[CH2:20][CH2:21]2)[CH:30]=[C:29]([Cl:42])[C:28]=1[OH:43]. The yield is 0.690. (8) The reactants are C(OC([N:8]1[CH2:29][CH2:28][C:11]2([N:15]([CH3:16])[C:14](=[O:17])[N:13]([CH2:18][C:19]3[CH:24]=[CH:23][C:22]([O:25][CH3:26])=[CH:21][CH:20]=3)[C:12]2=[O:27])[CH2:10][CH2:9]1)=O)(C)(C)C.O1CCOCC1.[ClH:36]. The catalyst is C(OCC)C. The product is [ClH:36].[CH3:26][O:25][C:22]1[CH:21]=[CH:20][C:19]([CH2:18][N:13]2[C:12](=[O:27])[C:11]3([CH2:10][CH2:9][NH:8][CH2:29][CH2:28]3)[N:15]([CH3:16])[C:14]2=[O:17])=[CH:24][CH:23]=1. The yield is 0.340.